Dataset: Reaction yield outcomes from USPTO patents with 853,638 reactions. Task: Predict the reaction yield, written as a fraction of the theoretical maximum amount of product (1.0 means a 100% yield; for example, 0.34 means a 34% yield). (1) The reactants are [Si]([O:8][C@H:9]1[CH2:13][C@H:12]([O:14][C:15]2[CH:20]=[C:19]([NH:21][C@@H:22]3[C:30]4[C:25](=[CH:26][C:27]([Cl:31])=[CH:28][CH:29]=4)[CH2:24][C@@H:23]3[O:32][CH3:33])[N:18]=[CH:17][N:16]=2)[CH2:11][C@H:10]1[CH2:34][OH:35])(C(C)(C)C)(C)C.CN(C)C(=O)C.Cl[S:43]([NH2:46])(=[O:45])=[O:44].Cl.C(=O)([O-])[O-].[Na+].[Na+].O. No catalyst specified. The product is [S:43](=[O:45])(=[O:44])([O:35][CH2:34][C@@H:10]1[CH2:11][C@@H:12]([O:14][C:15]2[CH:20]=[C:19]([NH:21][C@@H:22]3[C:30]4[C:25](=[CH:26][C:27]([Cl:31])=[CH:28][CH:29]=4)[CH2:24][C@@H:23]3[O:32][CH3:33])[N:18]=[CH:17][N:16]=2)[CH2:13][C@@H:9]1[OH:8])[NH2:46]. The yield is 0.960. (2) The reactants are Cl.[CH3:2][O:3][C:4](=[O:23])[C@H:5]([CH2:7][C:8]1[CH:13]=[CH:12][C:11]([C:14]2[C:15](=[O:22])[N:16]([CH3:21])[CH:17]=[CH:18][C:19]=2[CH3:20])=[CH:10][CH:9]=1)[NH2:6].[Cl:24][C:25]1[CH:33]=[CH:32][CH:31]=[C:30]([Cl:34])[C:26]=1[C:27](Cl)=[O:28].CCN(C(C)C)C(C)C. The catalyst is ClCCl. The product is [CH3:2][O:3][C:4](=[O:23])[C@H:5]([CH2:7][C:8]1[CH:9]=[CH:10][C:11]([C:14]2[C:15](=[O:22])[N:16]([CH3:21])[CH:17]=[CH:18][C:19]=2[CH3:20])=[CH:12][CH:13]=1)[NH:6][C:27]([C:26]1[C:25]([Cl:24])=[CH:33][CH:32]=[CH:31][C:30]=1[Cl:34])=[O:28]. The yield is 0.490. (3) The reactants are [NH2:1][C:2]1[CH:3]=[CH:4][C:5](Br)=[C:6]2[C:10]=1[C:9](=[O:11])[N:8]([CH3:12])[CH2:7]2.[CH3:14][N:15](C=O)C. The catalyst is [C-]#N.[Zn+2].[C-]#N.C1C=CC([P]([Pd]([P](C2C=CC=CC=2)(C2C=CC=CC=2)C2C=CC=CC=2)([P](C2C=CC=CC=2)(C2C=CC=CC=2)C2C=CC=CC=2)[P](C2C=CC=CC=2)(C2C=CC=CC=2)C2C=CC=CC=2)(C2C=CC=CC=2)C2C=CC=CC=2)=CC=1. The product is [NH2:1][C:2]1[C:10]2[C:9](=[O:11])[N:8]([CH3:12])[CH2:7][C:6]=2[C:5]([C:14]#[N:15])=[CH:4][CH:3]=1. The yield is 0.640. (4) The reactants are [Br:1][C:2]1[CH:3]=[C:4]([CH:31]=[CH:32][CH:33]=1)[CH2:5][N:6]1[C:14]2[C:13](=[O:15])[N:12]([CH3:16])[C:11](=[O:17])[N:10]([CH3:18])[C:9]=2[N:8]=[C:7]1[O:19][C:20]1[CH:25]=[CH:24][CH:23]=[C:22]([CH:26](O)[CH2:27][CH2:28][CH3:29])[CH:21]=1.C([SiH](CC)CC)C.B(F)(F)F.CCOCC. The catalyst is C(Cl)Cl. The product is [Br:1][C:2]1[CH:3]=[C:4]([CH:31]=[CH:32][CH:33]=1)[CH2:5][N:6]1[C:14]2[C:13](=[O:15])[N:12]([CH3:16])[C:11](=[O:17])[N:10]([CH3:18])[C:9]=2[N:8]=[C:7]1[O:19][C:20]1[CH:25]=[CH:24][CH:23]=[C:22]([CH2:26][CH2:27][CH2:28][CH3:29])[CH:21]=1. The yield is 0.335. (5) The reactants are [C:1]([O:5][C:6]([NH:8][C@H:9]([C:48]1[CH:53]=[CH:52][CH:51]=[CH:50][CH:49]=1)[CH2:10][N:11]1[C:16](=[O:17])[C:15]([N:18]2[CH2:23][CH2:22][N:21]([CH2:24][C:25]3[CH:26]=[C:27]([CH:31]=[CH:32][CH:33]=3)[C:28](O)=[O:29])[CH2:20][CH2:19]2)=[C:14]([CH3:34])[N:13]([CH2:35][C:36]2[C:41]([C:42]([F:45])([F:44])[F:43])=[CH:40][CH:39]=[CH:38][C:37]=2[F:46])[C:12]1=[O:47])=[O:7])([CH3:4])([CH3:3])[CH3:2].[Cl-].[CH2:55]([O:57][C:58](=[O:63])[CH2:59][CH2:60][CH2:61][NH2:62])[CH3:56].C(N(CC)C(C)C)(C)C.CN(C(ON1N=NC2C=CC=CC1=2)=[N+](C)C)C.F[P-](F)(F)(F)(F)F. The catalyst is CN(C=O)C. The product is [CH2:55]([O:57][C:58](=[O:63])[CH2:59][CH2:60][CH2:61][NH:62][C:28](=[O:29])[C:27]1[CH:31]=[CH:32][CH:33]=[C:25]([CH2:24][N:21]2[CH2:22][CH2:23][N:18]([C:15]3[C:16](=[O:17])[N:11]([CH2:10][C@H:9]([NH:8][C:6]([O:5][C:1]([CH3:3])([CH3:2])[CH3:4])=[O:7])[C:48]4[CH:49]=[CH:50][CH:51]=[CH:52][CH:53]=4)[C:12](=[O:47])[N:13]([CH2:35][C:36]4[C:41]([C:42]([F:44])([F:45])[F:43])=[CH:40][CH:39]=[CH:38][C:37]=4[F:46])[C:14]=3[CH3:34])[CH2:19][CH2:20]2)[CH:26]=1)[CH3:56]. The yield is 0.990. (6) The reactants are [I-].[CH3:2][S+](C)(C)=O.[H-].[Na+].[NH:9]1[C:17]2[C:12](=[CH:13][CH:14]=[C:15](/[CH:18]=[C:19]3/[C:20](=[O:28])[NH:21][C:22]4[C:27]/3=[CH:26][CH:25]=[CH:24][CH:23]=4)[CH:16]=2)[CH:11]=[N:10]1. The yield is 0.280. The catalyst is CN(C=O)C. The product is [NH:9]1[C:17]2[C:12](=[CH:13][CH:14]=[C:15]([C@H:18]3[C@@:19]4([C:27]5[C:22](=[CH:23][CH:24]=[CH:25][CH:26]=5)[NH:21][C:20]4=[O:28])[CH2:2]3)[CH:16]=2)[CH:11]=[N:10]1.